This data is from Peptide-MHC class II binding affinity with 134,281 pairs from IEDB. The task is: Regression. Given a peptide amino acid sequence and an MHC pseudo amino acid sequence, predict their binding affinity value. This is MHC class II binding data. (1) The binding affinity (normalized) is 0.851. The MHC is DRB1_1301 with pseudo-sequence DRB1_1301. The peptide sequence is LNTITNLKVQLIRMA. (2) The peptide sequence is ELLKTVRLIKFLYQSNP. The MHC is DRB1_0101 with pseudo-sequence DRB1_0101. The binding affinity (normalized) is 0.654.